Task: Predict which catalyst facilitates the given reaction.. Dataset: Catalyst prediction with 721,799 reactions and 888 catalyst types from USPTO (1) Reactant: [CH:1]1([N:6]2[C:14](=[O:15])[NH:13][C:12]3[C:7]2=[N:8][C:9]([C:21]2[CH:26]=[CH:25][CH:24]=[C:23]([OH:27])[CH:22]=2)=[N:10][C:11]=3[C:16]([O:18]CC)=O)[CH2:5][CH2:4][CH2:3][CH2:2]1.[NH2:28]C1C(C(OCC)=O)=NC(C2C=CC=C(O)C=2)=NC=1NC1CCCC1.C(N1C=CN=C1)(N1C=CN=C1)=O. Product: [CH:1]1([N:6]2[C:14](=[O:15])[NH:13][C:12]3[C:7]2=[N:8][C:9]([C:21]2[CH:26]=[CH:25][CH:24]=[C:23]([OH:27])[CH:22]=2)=[N:10][C:11]=3[C:16]([NH2:28])=[O:18])[CH2:5][CH2:4][CH2:3][CH2:2]1. The catalyst class is: 2. (2) Reactant: [CH2:1]([O:8][C:9]1[CH:14]=[CH:13][C:12]([OH:15])=[CH:11][CH:10]=1)[C:2]1[CH:7]=[CH:6][CH:5]=[CH:4][CH:3]=1.N1C=CN=C1.[C:21]([Si:25](Cl)([CH3:27])[CH3:26])([CH3:24])([CH3:23])[CH3:22]. Product: [CH2:1]([O:8][C:9]1[CH:10]=[CH:11][C:12]([O:15][Si:25]([C:21]([CH3:24])([CH3:23])[CH3:22])([CH3:27])[CH3:26])=[CH:13][CH:14]=1)[C:2]1[CH:3]=[CH:4][CH:5]=[CH:6][CH:7]=1. The catalyst class is: 4. (3) Reactant: [CH2:1]([O:3][C:4]([C:6]1([C:9]2[CH:14]=[CH:13][C:12]([C:15]3[CH:20]=[CH:19][C:18]([C:21]4[O:25][N:24]=[C:23]([CH3:26])[C:22]=4[CH:27]4[CH2:29][O:28]4)=[CH:17][CH:16]=3)=[CH:11][CH:10]=2)[CH2:8][CH2:7]1)=[O:5])[CH3:2].[CH2:30]([NH2:37])[C:31]1[CH:36]=[CH:35][CH:34]=[CH:33][CH:32]=1. Product: [CH2:1]([O:3][C:4]([C:6]1([C:9]2[CH:14]=[CH:13][C:12]([C:15]3[CH:20]=[CH:19][C:18]([C:21]4[O:25][N:24]=[C:23]([CH3:26])[C:22]=4[CH:27]([OH:28])[CH2:29][NH:37][CH2:30][C:31]4[CH:36]=[CH:35][CH:34]=[CH:33][CH:32]=4)=[CH:17][CH:16]=3)=[CH:11][CH:10]=2)[CH2:7][CH2:8]1)=[O:5])[CH3:2]. The catalyst class is: 37.